From a dataset of Forward reaction prediction with 1.9M reactions from USPTO patents (1976-2016). Predict the product of the given reaction. Given the reactants [CH2:1]([C:3]1[C:7]([C:8]2[N:12]([C:13]3[CH:18]=[CH:17][C:16]([O:19]C)=[CH:15][CH:14]=3)[C:11]3[CH:21]=[CH:22][CH:23]=[CH:24][C:10]=3[N:9]=2)=[CH:6][O:5][N:4]=1)[CH3:2].B(Br)(Br)Br, predict the reaction product. The product is: [CH2:1]([C:3]1[C:7]([C:8]2[N:12]([C:13]3[CH:18]=[CH:17][C:16]([OH:19])=[CH:15][CH:14]=3)[C:11]3[CH:21]=[CH:22][CH:23]=[CH:24][C:10]=3[N:9]=2)=[CH:6][O:5][N:4]=1)[CH3:2].